This data is from Forward reaction prediction with 1.9M reactions from USPTO patents (1976-2016). The task is: Predict the product of the given reaction. (1) Given the reactants [C:1]([C:5]1[CH:6]=[C:7]([CH:18]=[C:19]([C:22]([CH3:25])([CH3:24])[CH3:23])[C:20]=1[OH:21])[C:8]([NH:10][C:11]1([C:14]([O:16]C)=[O:15])[CH2:13][CH2:12]1)=[O:9])([CH3:4])([CH3:3])[CH3:2].O[Li].O.O, predict the reaction product. The product is: [C:22]([C:19]1[CH:18]=[C:7]([CH:6]=[C:5]([C:1]([CH3:4])([CH3:3])[CH3:2])[C:20]=1[OH:21])[C:8]([NH:10][C:11]1([C:14]([OH:16])=[O:15])[CH2:12][CH2:13]1)=[O:9])([CH3:25])([CH3:24])[CH3:23]. (2) Given the reactants Br[C:2]1[N:6]2[N:7]=[C:8]([Cl:11])[CH:9]=[CH:10][C:5]2=[N:4][CH:3]=1.[SnH3][C:13]1[O:21][C:20]2[C:15](=[N:16][CH:17]=[CH:18][CH:19]=2)[CH:14]=1, predict the reaction product. The product is: [Cl:11][C:8]1[CH:9]=[CH:10][C:5]2[N:6]([C:2]([C:13]3[O:21][C:20]4[C:15](=[N:16][CH:17]=[CH:18][CH:19]=4)[CH:14]=3)=[CH:3][N:4]=2)[N:7]=1. (3) Given the reactants [CH3:1][C:2]([S:8][CH2:9][C:10]1[C:15]([O:16][CH3:17])=[CH:14][C:13]([O:18][CH3:19])=[CH:12][C:11]=1[O:20][CH3:21])([CH3:7])[CH2:3][C:4]([OH:6])=[O:5].C(=O)(O)[O-].[Na+].[Cl:27][CH2:28][C:29]([CH2:31]Cl)=[O:30], predict the reaction product. The product is: [CH3:7][C:2]([S:8][CH2:9][C:10]1[C:15]([O:16][CH3:17])=[CH:14][C:13]([O:18][CH3:19])=[CH:12][C:11]=1[O:20][CH3:21])([CH3:1])[CH2:3][C:4]([O:6][CH2:31][C:29](=[O:30])[CH2:28][Cl:27])=[O:5]. (4) Given the reactants [Br:1][C:2]1[C:3]([C:29]2[C:34]([Cl:35])=[CH:33][CH:32]=[C:31]([CH3:36])[C:30]=2[F:37])=[N:4][O:5][C:6]=1[C@@H:7]1[C@:12]([C:14]2[CH:19]=[CH:18][C:17]([F:20])=[C:16]([F:21])[CH:15]=2)([OH:13])[CH2:11][CH2:10][N:9](C(OC(C)(C)C)=O)[CH2:8]1.Cl.O1CCOCC1, predict the reaction product. The product is: [Br:1][C:2]1[C:3]([C:29]2[C:34]([Cl:35])=[CH:33][CH:32]=[C:31]([CH3:36])[C:30]=2[F:37])=[N:4][O:5][C:6]=1[C@@H:7]1[C@:12]([C:14]2[CH:19]=[CH:18][C:17]([F:20])=[C:16]([F:21])[CH:15]=2)([OH:13])[CH2:11][CH2:10][NH:9][CH2:8]1. (5) The product is: [CH2:18]([C:3]1[C:4](=[O:17])[NH:5][C:6](=[O:16])[N:7]([CH2:8][O:9][C:10]2[CH:15]=[CH:14][CH:13]=[CH:12][CH:11]=2)[C:2]=1[S:26][C:22]1[CH:21]=[N:20][CH:25]=[CH:24][CH:23]=1)[CH3:19]. Given the reactants Br[C:2]1[N:7]([CH2:8][O:9][C:10]2[CH:15]=[CH:14][CH:13]=[CH:12][CH:11]=2)[C:6](=[O:16])[NH:5][C:4](=[O:17])[C:3]=1[CH2:18][CH3:19].[N:20]1[CH:25]=[CH:24][CH:23]=[C:22]([SH:26])[CH:21]=1, predict the reaction product. (6) Given the reactants [CH3:1][CH:2]([CH2:6][CH2:7][CH2:8][CH:9]([CH3:11])[CH3:10])[CH2:3][CH2:4][OH:5].[H-].[Na+].Cl[S:15]([N:18]=C=O)(=[O:17])=[O:16].C(O)=O, predict the reaction product. The product is: [S:15](=[O:17])(=[O:16])([O:5][CH2:4][CH2:3][CH:2]([CH3:1])[CH2:6][CH2:7][CH2:8][CH:9]([CH3:11])[CH3:10])[NH2:18]. (7) The product is: [NH2:1][C:2]1[N:3]=[CH:4][C:5]([C:6]([O:8][CH3:9])=[O:7])=[CH:10][C:11]=1[C:12]1[CH:17]=[CH:16][C:15]([NH:18][C:31](=[O:32])[NH:30][C:21]2[CH:22]=[C:23]([C:26]([F:28])([F:29])[F:27])[CH:24]=[CH:25][C:20]=2[F:19])=[CH:14][CH:13]=1. Given the reactants [NH2:1][C:2]1[C:11]([C:12]2[CH:17]=[CH:16][C:15]([NH2:18])=[CH:14][CH:13]=2)=[CH:10][C:5]([C:6]([O:8][CH3:9])=[O:7])=[CH:4][N:3]=1.[F:19][C:20]1[CH:25]=[CH:24][C:23]([C:26]([F:29])([F:28])[F:27])=[CH:22][C:21]=1[N:30]=[C:31]=[O:32], predict the reaction product. (8) Given the reactants [CH2:1]([O:8][C:9]([NH:11][C@@:12]([C:24](=[O:26])[NH2:25])([CH2:18][C:19](OCC)=[O:20])[C:13]([O:15][CH2:16][CH3:17])=[O:14])=[O:10])[C:2]1[CH:7]=[CH:6][CH:5]=[CH:4][CH:3]=1.[O-]CC.[Na+].Cl, predict the reaction product. The product is: [CH2:1]([O:8][C:9]([NH:11][C@:12]1([C:13]([O:15][CH2:16][CH3:17])=[O:14])[CH2:18][C:19](=[O:20])[NH:25][C:24]1=[O:26])=[O:10])[C:2]1[CH:7]=[CH:6][CH:5]=[CH:4][CH:3]=1. (9) Given the reactants [CH3:1][NH:2][C:3]1[CH:11]=[CH:10][C:6]([C:7](O)=O)=[CH:5][CH:4]=1.[CH3:12][O:13][C:14]1[CH:15]=[CH:16][C:17]([NH2:21])=[C:18]([SH:20])[CH:19]=1.C([O-])([O-])=O.[K+].[K+], predict the reaction product. The product is: [CH3:12][O:13][C:14]1[CH:15]=[CH:16][C:17]2[N:21]=[C:7]([C:6]3[CH:10]=[CH:11][C:3]([NH:2][CH3:1])=[CH:4][CH:5]=3)[S:20][C:18]=2[CH:19]=1.